Dataset: Forward reaction prediction with 1.9M reactions from USPTO patents (1976-2016). Task: Predict the product of the given reaction. (1) Given the reactants [CH:1]1([N:4]([CH2:27][C:28]2[CH:33]=[C:32]([CH2:34][CH2:35][CH2:36][O:37][CH3:38])[CH:31]=[C:30]([O:39][CH2:40][CH2:41][O:42][CH3:43])[CH:29]=2)[C:5]([C@@H:7]2[C@@:12]([OH:19])([C:13]3[CH:14]=[N:15][CH:16]=[CH:17][CH:18]=3)[CH2:11][CH2:10][N:9](C(OC(C)(C)C)=O)[CH2:8]2)=[O:6])[CH2:3][CH2:2]1.Cl, predict the reaction product. The product is: [CH:1]1([N:4]([CH2:27][C:28]2[CH:33]=[C:32]([CH2:34][CH2:35][CH2:36][O:37][CH3:38])[CH:31]=[C:30]([O:39][CH2:40][CH2:41][O:42][CH3:43])[CH:29]=2)[C:5]([CH:7]2[C:12]([OH:19])([C:13]3[CH:14]=[N:15][CH:16]=[CH:17][CH:18]=3)[CH2:11][CH2:10][NH:9][CH2:8]2)=[O:6])[CH2:3][CH2:2]1. (2) Given the reactants [Cl:1][C:2]1[C:3]([F:23])=[C:4]([NH:8][C:9]2[C:18]3[C:13](=[CH:14][C:15]([O:21][CH3:22])=[C:16]([CH:19]=O)[CH:17]=3)[N:12]=[CH:11][N:10]=2)[CH:5]=[CH:6][CH:7]=1.[CH3:24][C@H:25]1[CH2:29][CH2:28][NH:27][C@@H:26]1[C:30]([OH:32])=[O:31], predict the reaction product. The product is: [Cl:1][C:2]1[C:3]([F:23])=[C:4]([NH:8][C:9]2[C:18]3[C:13](=[CH:14][C:15]([O:21][CH3:22])=[C:16]([CH2:19][N:27]4[CH2:28][CH2:29][C@H:25]([CH3:24])[C@H:26]4[C:30]([OH:32])=[O:31])[CH:17]=3)[N:12]=[CH:11][N:10]=2)[CH:5]=[CH:6][CH:7]=1. (3) Given the reactants [OH:1][C:2]1[CH:10]=[C:9]([NH:11][S:12]([C:15]2[CH:20]=[CH:19][CH:18]=[C:17]([CH:21]([OH:23])[CH3:22])[CH:16]=2)(=[O:14])=[O:13])[CH:8]=[CH:7][C:3]=1[C:4]([OH:6])=[O:5].[C:24](N1C=CN=C1)(N1C=CN=C1)=O.CO.N1C=CC=CC=1, predict the reaction product. The product is: [OH:1][C:2]1[CH:10]=[C:9]([NH:11][S:12]([C:15]2[CH:20]=[CH:19][CH:18]=[C:17]([CH:21]([OH:23])[CH3:22])[CH:16]=2)(=[O:14])=[O:13])[CH:8]=[CH:7][C:3]=1[C:4]([O:6][CH3:24])=[O:5].